This data is from Forward reaction prediction with 1.9M reactions from USPTO patents (1976-2016). The task is: Predict the product of the given reaction. (1) Given the reactants [O:1]1[CH2:5][CH2:4][O:3][CH:2]1[C:6]1[CH:11]=[CH:10][C:9]([N:12]2[CH:16]=[C:15]([C:17]([OH:19])=O)[N:14]=[N:13]2)=[CH:8][CH:7]=1.[Cl:20][C:21]1[CH:22]=[C:23]([CH:25]=[CH:26][C:27]=1[O:28][CH:29]([CH3:31])[CH3:30])[NH2:24].CN(C(ON1N=NC2C=CC=NC1=2)=[N+](C)C)C.F[P-](F)(F)(F)(F)F.C(N(CC)C(C)C)(C)C, predict the reaction product. The product is: [O:3]1[CH2:4][CH2:5][O:1][CH:2]1[C:6]1[CH:7]=[CH:8][C:9]([N:12]2[CH:16]=[C:15]([C:17]([NH:24][C:23]3[CH:25]=[CH:26][C:27]([O:28][CH:29]([CH3:30])[CH3:31])=[C:21]([Cl:20])[CH:22]=3)=[O:19])[N:14]=[N:13]2)=[CH:10][CH:11]=1. (2) Given the reactants C([O:3][C:4](=[O:51])[C:5]1[CH:10]=[CH:9][CH:8]=[C:7]([O:11][CH2:12][CH2:13][CH2:14][N:15]2[C:19]3[CH:20]=[CH:21][CH:22]=[CH:23][C:18]=3[N:17]([CH2:24][C:25]3[CH:30]=[CH:29][C:28]([N:31]4[CH2:36][CH2:35][N:34]([CH2:37][C:38]5[CH:43]=[CH:42][CH:41]=[CH:40][C:39]=5[C:44]5[CH:49]=[CH:48][CH:47]=[CH:46][CH:45]=5)[CH2:33][CH2:32]4)=[CH:27][CH:26]=3)[C:16]2=[NH:50])[CH:6]=1)C.[OH-].[Na+], predict the reaction product. The product is: [C:39]1([C:44]2[CH:45]=[CH:46][CH:47]=[CH:48][CH:49]=2)[CH:40]=[CH:41][CH:42]=[CH:43][C:38]=1[CH2:37][N:34]1[CH2:33][CH2:32][N:31]([C:28]2[CH:27]=[CH:26][C:25]([CH2:24][N:17]3[C:18]4[CH:23]=[CH:22][CH:21]=[CH:20][C:19]=4[N:15]([CH2:14][CH2:13][CH2:12][O:11][C:7]4[CH:6]=[C:5]([CH:10]=[CH:9][CH:8]=4)[C:4]([OH:51])=[O:3])[C:16]3=[NH:50])=[CH:30][CH:29]=2)[CH2:36][CH2:35]1. (3) Given the reactants C(C1C=C(NC(=O)CCCC2C=CC([B:25]([OH:27])[OH:26])=CC=2)C=CC=1S(CC)(=O)=O)#N.[C:29]([C:31]1[CH:32]=[C:33]([NH:37][C:38](=[O:50])[O:39][CH2:40][CH2:41][C:42]2[CH:47]=[CH:46][C:45](Br)=[CH:44][C:43]=2[CH3:49])[CH:34]=[CH:35][CH:36]=1)#[N:30], predict the reaction product. The product is: [C:29]([C:31]1[CH:32]=[C:33]([NH:37][C:38]([O:39][CH2:40][CH2:41][C:42]2[CH:47]=[CH:46][C:45]([B:25]([OH:27])[OH:26])=[CH:44][C:43]=2[CH3:49])=[O:50])[CH:34]=[CH:35][CH:36]=1)#[N:30]. (4) Given the reactants [Li]CCCC.C(NC(C)C)(C)C.[Br:13][C:14]1[CH:19]=[CH:18][CH:17]=[C:16]([Cl:20])[CH:15]=1.[C:21](=[O:23])=[O:22], predict the reaction product. The product is: [Br:13][C:14]1[CH:19]=[CH:18][CH:17]=[C:16]([Cl:20])[C:15]=1[C:21]([OH:23])=[O:22]. (5) Given the reactants [NH2:1][C:2]1[N:10]=[CH:9][CH:8]=[CH:7][C:3]=1[C:4]([OH:6])=[O:5].S(Cl)(Cl)=O.[CH3:15]O, predict the reaction product. The product is: [NH2:1][C:2]1[N:10]=[CH:9][CH:8]=[CH:7][C:3]=1[C:4]([O:6][CH3:15])=[O:5]. (6) Given the reactants [CH:1]1([CH2:4][N:5]2[C:13]3[C:8](=[CH:9][C:10]([N+:14]([O-])=O)=[CH:11][CH:12]=3)[CH2:7][C:6]2=[O:17])[CH2:3][CH2:2]1.[Cl-].[NH4+], predict the reaction product. The product is: [NH2:14][C:10]1[CH:9]=[C:8]2[C:13](=[CH:12][CH:11]=1)[N:5]([CH2:4][CH:1]1[CH2:3][CH2:2]1)[C:6](=[O:17])[CH2:7]2. (7) Given the reactants FC(F)(F)C([O-])=O.[CH:8]1([N:13]2[C:18]3=[N:19][C:20]([NH:23][C:24]4[CH:29]=[CH:28][C:27]([N:30]5[CH:34]=[CH:33][CH:32]=[N:31]5)=[CH:26][CH:25]=4)=[N:21][CH:22]=[C:17]3[CH2:16][NH:15][C:14]2=[O:35])[CH2:12][CH2:11][CH2:10][CH2:9]1.CC(C)([O-])C.[K+], predict the reaction product. The product is: [CH:8]1([N:13]2[C:18]3=[N:19][C:20]([NH:23][C:24]4[CH:25]=[CH:26][C:27]([N:30]5[CH:34]=[CH:33][CH:32]=[N:31]5)=[CH:28][CH:29]=4)=[N:21][CH:22]=[C:17]3[CH:16]=[N:15][C:14]2=[O:35])[CH2:9][CH2:10][CH2:11][CH2:12]1.